Dataset: Peptide-MHC class I binding affinity with 185,985 pairs from IEDB/IMGT. Task: Regression. Given a peptide amino acid sequence and an MHC pseudo amino acid sequence, predict their binding affinity value. This is MHC class I binding data. (1) The peptide sequence is FPQSNAPIQD. The MHC is HLA-B51:01 with pseudo-sequence HLA-B51:01. The binding affinity (normalized) is 0. (2) The peptide sequence is FTKDGKLDDT. The MHC is HLA-A02:02 with pseudo-sequence HLA-A02:02. The binding affinity (normalized) is 0.540.